From a dataset of Forward reaction prediction with 1.9M reactions from USPTO patents (1976-2016). Predict the product of the given reaction. The product is: [Br:2][C:3]1[N:7]2[CH:8]=[C:9]([CH:21]3[CH2:23][CH2:22]3)[C:10]([O:12][CH2:13][C:14]3([CH3:20])[CH2:19][CH2:18][N:17]([C@H:35]([C:37]4[CH:42]=[C:41]([Cl:43])[CH:40]=[C:39]([Cl:44])[CH:38]=4)[CH3:36])[CH2:16][CH2:15]3)=[CH:11][C:6]2=[N:5][N:4]=1. Given the reactants Cl.[Br:2][C:3]1[N:7]2[CH:8]=[C:9]([CH:21]3[CH2:23][CH2:22]3)[C:10]([O:12][CH2:13][C:14]3([CH3:20])[CH2:19][CH2:18][NH:17][CH2:16][CH2:15]3)=[CH:11][C:6]2=[N:5][N:4]=1.CC1C=CC(S(O[C@@H:35]([C:37]2[CH:42]=[C:41]([Cl:43])[CH:40]=[C:39]([Cl:44])[CH:38]=2)[CH3:36])(=O)=O)=CC=1.C(=O)([O-])[O-].[K+].[K+], predict the reaction product.